This data is from Forward reaction prediction with 1.9M reactions from USPTO patents (1976-2016). The task is: Predict the product of the given reaction. (1) Given the reactants [CH2:1]([P:3]([OH:5])[OH:4])[CH3:2].[CH3:6][C:7](=[CH2:10])[CH2:8][OH:9].CC(N=NC(C#N)(C)C)(C#N)C, predict the reaction product. The product is: [CH2:1]([P:3]([CH2:6][CH:7]([CH3:10])[CH2:8][OH:9])(=[O:5])[OH:4])[CH3:2]. (2) Given the reactants [NH2:1][C:2](=S)[CH2:3][CH2:4][C:5]1[CH:6]=[C:7]([C:15]2[N:16]=[C:17]([CH2:20][N:21]3[CH:25]=[C:24]([C:26]([O:28]CC)=[O:27])[CH:23]=[N:22]3)[S:18][CH:19]=2)[CH:8]=[C:9]([C:11]([F:14])([F:13])[F:12])[CH:10]=1.IC.[C:34]([NH:37][NH2:38])(=O)[CH3:35].[OH-].[Na+], predict the reaction product. The product is: [CH3:35][C:34]1[NH:1][C:2]([CH2:3][CH2:4][C:5]2[CH:6]=[C:7]([C:15]3[N:16]=[C:17]([CH2:20][N:21]4[CH:25]=[C:24]([C:26]([OH:28])=[O:27])[CH:23]=[N:22]4)[S:18][CH:19]=3)[CH:8]=[C:9]([C:11]([F:12])([F:13])[F:14])[CH:10]=2)=[N:38][N:37]=1. (3) Given the reactants [OH:1][CH2:2][C:3]1[CH:8]=[CH:7][CH:6]=[CH:5][C:4]=1/[C:9](=[N:14]\[O:15][CH3:16])/[C:10]([NH:12][CH3:13])=[O:11].[H-].[Na+].[O:19]1[CH2:23][CH2:22][C:21]([C:24]2[CH:25]=[C:26]([CH3:31])[C:27](F)=[N:28][CH:29]=2)=[N:20]1.C(Cl)Cl.CCOC(C)=O, predict the reaction product. The product is: [O:19]1[CH2:23][CH2:22][C:21]([C:24]2[CH:25]=[C:26]([CH3:31])[C:27]([O:1][CH2:2][C:3]3[CH:8]=[CH:7][CH:6]=[CH:5][C:4]=3/[C:9](=[N:14]\[O:15][CH3:16])/[C:10]([NH:12][CH3:13])=[O:11])=[N:28][CH:29]=2)=[N:20]1. (4) Given the reactants [CH2:1]([C:3]([C:6]1[CH:7]=[C:8]2[C:13](=[CH:14][CH:15]=1)[CH:12]=[C:11](OS(C(F)(F)F)(=O)=O)[CH:10]=[CH:9]2)=[CH:4][CH3:5])[CH3:2].CCN(CC)CC.CS(C)=O.[C]=[O:36].C[CH2:38][O:39][CH2:40]C, predict the reaction product. The product is: [CH3:38][O:39][C:40]([C:11]1[CH:10]=[CH:9][C:8]2[C:13](=[CH:14][CH:15]=[C:6]([C:3]([CH2:1][CH3:2])=[CH:4][CH3:5])[CH:7]=2)[CH:12]=1)=[O:36]. (5) Given the reactants [F:1][C:2]([F:14])([F:13])[S:3][C:4]1[CH:9]=[CH:8][C:7](CC#N)=[CH:6][CH:5]=1.Br[CH2:16][CH2:17]Cl.[OH-:19].[Na+].O.[CH2:22]([OH:25])[CH2:23]O, predict the reaction product. The product is: [F:14][C:2]([F:1])([F:13])[S:3][C:4]1[CH:5]=[CH:6][C:7]([C:23]2([C:22]([OH:25])=[O:19])[CH2:17][CH2:16]2)=[CH:8][CH:9]=1. (6) Given the reactants [NH2:1][C:2]1[N:10]=[CH:9][CH:8]=[CH:7][C:3]=1[C:4]([OH:6])=O.ON1C2C=CC=CC=2N=N1.CCN=C=NCCCN(C)C.[N:32]1[CH:37]=[CH:36][CH:35]=[C:34]([O:38][C:39]2[CH:46]=[CH:45][C:42]([CH2:43][NH2:44])=[CH:41][CH:40]=2)[CH:33]=1.C(=O)(O)[O-].[Na+], predict the reaction product. The product is: [N:32]1[CH:37]=[CH:36][CH:35]=[C:34]([O:38][C:39]2[CH:46]=[CH:45][C:42]([CH2:43][NH:44][C:4](=[O:6])[C:3]3[CH:7]=[CH:8][CH:9]=[N:10][C:2]=3[NH2:1])=[CH:41][CH:40]=2)[CH:33]=1. (7) Given the reactants Br[CH2:2][C:3]1[C:12]([N+:13]([O-:15])=[O:14])=[CH:11][CH:10]=[CH:9][C:4]=1[C:5]([O:7]C)=O.[NH2:16][CH2:17][CH2:18][CH:19]1[CH2:24][CH2:23][N:22]([C:25]([O:27][C:28]([CH3:31])([CH3:30])[CH3:29])=[O:26])[CH2:21][CH2:20]1.C(N(CC)CC)C.O, predict the reaction product. The product is: [N+:13]([C:12]1[CH:11]=[CH:10][CH:9]=[C:4]2[C:3]=1[CH2:2][N:16]([CH2:17][CH2:18][CH:19]1[CH2:20][CH2:21][N:22]([C:25]([O:27][C:28]([CH3:31])([CH3:30])[CH3:29])=[O:26])[CH2:23][CH2:24]1)[C:5]2=[O:7])([O-:15])=[O:14]. (8) Given the reactants [C:1]1([N:7]([C:50]2[CH:55]=[CH:54][CH:53]=[CH:52][CH:51]=2)[C:8]2[C:20]3[C:19]4[C:14](=[CH:15][CH:16]=[CH:17][CH:18]=4)[C:13]4([C:32]5[C:31](OC)=[CH:30][CH:29]=[C:28]([N:35]([C:42]6[CH:47]=[CH:46][CH:45]=[CH:44][CH:43]=6)[C:36]6[CH:41]=[CH:40][CH:39]=[CH:38][CH:37]=6)[C:27]=5[C:26]5[C:21]4=[CH:22][CH:23]=[CH:24][CH:25]=5)[C:12]=3[C:11](OC)=[CH:10][CH:9]=2)[CH:6]=[CH:5][CH:4]=[CH:3][CH:2]=1.C1(N2C(Cl)=NN=N2)C=CC=CC=1.C([O-])([O-])=O.[K+].[K+], predict the reaction product. The product is: [C:42]1([N:35]([C:36]2[CH:37]=[CH:38][CH:39]=[CH:40][CH:41]=2)[C:28]2[C:27]3[C:26]4[C:21](=[CH:22][CH:23]=[CH:24][CH:25]=4)[C:13]4([C:12]5[CH:11]=[CH:10][CH:9]=[C:8]([N:7]([C:1]6[CH:2]=[CH:3][CH:4]=[CH:5][CH:6]=6)[C:50]6[CH:51]=[CH:52][CH:53]=[CH:54][CH:55]=6)[C:20]=5[C:19]5[C:14]4=[CH:15][CH:16]=[CH:17][CH:18]=5)[C:32]=3[CH:31]=[CH:30][CH:29]=2)[CH:43]=[CH:44][CH:45]=[CH:46][CH:47]=1.